This data is from Catalyst prediction with 721,799 reactions and 888 catalyst types from USPTO. The task is: Predict which catalyst facilitates the given reaction. The catalyst class is: 2. Product: [F:23][C:24]([F:37])([F:36])[S:25]([O:1][C:2]1[N:7]=[C:6]2[C:8]3[N:15]([CH3:16])[N:14]=[C:13]([C:17](=[O:18])[N:19]([O:21][CH3:22])[CH3:20])[C:9]=3[CH2:10][CH2:11][CH2:12][C:5]2=[CH:4][N:3]=1)(=[O:27])=[O:26]. Reactant: [OH:1][C:2]1[N:7]=[C:6]2[C:8]3[N:15]([CH3:16])[N:14]=[C:13]([C:17]([N:19]([O:21][CH3:22])[CH3:20])=[O:18])[C:9]=3[CH2:10][CH2:11][CH2:12][C:5]2=[CH:4][N:3]=1.[F:23][C:24]([F:37])([F:36])[S:25](O[S:25]([C:24]([F:37])([F:36])[F:23])(=[O:27])=[O:26])(=[O:27])=[O:26].